From a dataset of Full USPTO retrosynthesis dataset with 1.9M reactions from patents (1976-2016). Predict the reactants needed to synthesize the given product. (1) Given the product [CH2:1]([O:5][C:6]([C:8]1[N:9]=[C:10]([C:30]#[N:31])[C:11]2[C:16]([C:17]=1[OH:18])=[CH:15][C:14]([O:19][C:20]1[CH:21]=[CH:22][C:23]3[O:27][CH2:26][CH2:25][C:24]=3[CH:28]=1)=[CH:13][CH:12]=2)=[O:7])[CH2:2][CH2:3][CH3:4], predict the reactants needed to synthesize it. The reactants are: [CH2:1]([O:5][C:6]([C:8]1[N:9]=[C:10](Br)[C:11]2[C:16]([C:17]=1[OH:18])=[CH:15][C:14]([O:19][C:20]1[CH:21]=[CH:22][C:23]3[O:27][CH2:26][CH2:25][C:24]=3[CH:28]=1)=[CH:13][CH:12]=2)=[O:7])[CH2:2][CH2:3][CH3:4].[C:30]([Cu])#[N:31]. (2) Given the product [C:39]([O:42][C:43](=[O:44])[N:3]([CH2:1][CH3:2])[CH:4]1[CH2:5][CH2:6][N:7]([C:10]2[CH:15]=[CH:14][C:13]([N+:16]([O-:18])=[O:17])=[CH:12][CH:11]=2)[CH2:8][CH2:9]1)([CH3:41])([CH3:40])[CH3:38], predict the reactants needed to synthesize it. The reactants are: [CH2:1]([NH:3][CH:4]1[CH2:9][CH2:8][N:7]([C:10]2[CH:15]=[CH:14][C:13]([N+:16]([O-:18])=[O:17])=[CH:12][CH:11]=2)[CH2:6][CH2:5]1)[CH3:2].C(N)C.[N+](C1C=CC(N2CCC(=O)CC2)=CC=1)([O-])=O.[CH3:38][C:39]([O:42][C:43](O[C:43]([O:42][C:39]([CH3:41])([CH3:40])[CH3:38])=[O:44])=[O:44])([CH3:41])[CH3:40].